Dataset: Reaction yield outcomes from USPTO patents with 853,638 reactions. Task: Predict the reaction yield, written as a fraction of the theoretical maximum amount of product (1.0 means a 100% yield; for example, 0.34 means a 34% yield). (1) The reactants are [NH2:1][C:2]1[CH:7]=[CH:6][C:5]([CH:8]2[C:17]([CH3:19])([CH3:18])[CH2:16][C:15]3[C:10](=[CH:11][CH:12]=[C:13]([C:20]([O:22][CH3:23])=[O:21])[CH:14]=3)[NH:9]2)=[CH:4][CH:3]=1.C(N(CC)C(C)C)(C)C.[N:33]1[CH:38]=[CH:37][CH:36]=[CH:35][C:34]=1[C:39](Cl)=[O:40]. The catalyst is ClCCl. The product is [CH3:19][C:17]1([CH3:18])[CH2:16][C:15]2[C:10](=[CH:11][CH:12]=[C:13]([C:20]([O:22][CH3:23])=[O:21])[CH:14]=2)[NH:9][CH:8]1[C:5]1[CH:4]=[CH:3][C:2]([NH:1][C:39](=[O:40])[C:34]2[CH:35]=[CH:36][CH:37]=[CH:38][N:33]=2)=[CH:7][CH:6]=1. The yield is 0.520. (2) The reactants are [CH:1](NC(C)C)(C)C.C([Li])CCC.C[Si](C=[N+]=[N-])(C)C.[NH2:20][C:21]1[C:26]([CH:27]=O)=[CH:25][CH:24]=[C:23]([CH2:29][O:30][CH3:31])[N:22]=1. The catalyst is O1CCCC1.C(O)(=O)C. The product is [C:27]([C:26]1[C:21]([NH2:20])=[N:22][C:23]([CH2:29][O:30][CH3:31])=[CH:24][CH:25]=1)#[CH:1]. The yield is 0.500. (3) The reactants are Br[C:2]1[CH:10]=[C:9]2[C:5]([C:6]([CH3:18])=[N:7][N:8]2[C:11]([O:13][C:14]([CH3:17])([CH3:16])[CH3:15])=[O:12])=[CH:4][CH:3]=1.[B:19]1([B:19]2[O:23][C:22]([CH3:25])([CH3:24])[C:21]([CH3:27])([CH3:26])[O:20]2)[O:23][C:22]([CH3:25])([CH3:24])[C:21]([CH3:27])([CH3:26])[O:20]1.C([O-])(=O)C.[K+]. The catalyst is O1CCOCC1.C(OCC)(=O)C.C1C=CC(P(C2C=CC=CC=2)[C-]2C=CC=C2)=CC=1.C1C=CC(P(C2C=CC=CC=2)[C-]2C=CC=C2)=CC=1.Cl[Pd]Cl.[Fe+2].ClCCl. The product is [CH3:18][C:6]1[C:5]2[C:9](=[CH:10][C:2]([B:19]3[O:23][C:22]([CH3:25])([CH3:24])[C:21]([CH3:27])([CH3:26])[O:20]3)=[CH:3][CH:4]=2)[N:8]([C:11]([O:13][C:14]([CH3:17])([CH3:16])[CH3:15])=[O:12])[N:7]=1. The yield is 0.670. (4) The reactants are [Cl-].O[NH3+:3].[C:4](=[O:7])([O-])[OH:5].[Na+].CS(C)=O.[CH:13]1([CH2:16][O:17][C:18]2[CH:23]=[CH:22][C:21]([N:24]3[C:29](=[O:30])[C:28]([CH2:31][C:32]4[CH:37]=[CH:36][C:35]([C:38]5[C:39]([C:44]#[N:45])=[CH:40][CH:41]=[CH:42][CH:43]=5)=[CH:34][CH:33]=4)=[C:27]([CH2:46][CH2:47][CH3:48])[N:26]=[C:25]3[CH3:49])=[CH:20][CH:19]=2)[CH2:15][CH2:14]1. The catalyst is O.C(OCC)(=O)C. The product is [CH:13]1([CH2:16][O:17][C:18]2[CH:19]=[CH:20][C:21]([N:24]3[C:29](=[O:30])[C:28]([CH2:31][C:32]4[CH:33]=[CH:34][C:35]([C:38]5[CH:43]=[CH:42][CH:41]=[CH:40][C:39]=5[C:44]5[NH:3][C:4](=[O:7])[O:5][N:45]=5)=[CH:36][CH:37]=4)=[C:27]([CH2:46][CH2:47][CH3:48])[N:26]=[C:25]3[CH3:49])=[CH:22][CH:23]=2)[CH2:15][CH2:14]1. The yield is 0.810. (5) The reactants are [Cl:1][C:2]1[CH:7]=[CH:6][C:5]([CH:8]([N:37]2[CH2:40][CH:39]([N:41]([CH3:43])[CH3:42])[CH2:38]2)[C:9]2[CH:10]=[C:11]([C:27]3[CH:32]=[CH:31][N:30]=[C:29]([NH:33][C:34](=[O:36])[CH3:35])[CH:28]=3)[S:12][C:13]=2[C:14]2[N:18]=[CH:17][N:16](COCC[Si](C)(C)C)[N:15]=2)=[CH:4][CH:3]=1.FC(F)(F)C(O)=O. The catalyst is ClCCl. The product is [Cl:1][C:2]1[CH:3]=[CH:4][C:5]([CH:8]([N:37]2[CH2:38][CH:39]([N:41]([CH3:42])[CH3:43])[CH2:40]2)[C:9]2[CH:10]=[C:11]([C:27]3[CH:32]=[CH:31][N:30]=[C:29]([NH:33][C:34](=[O:36])[CH3:35])[CH:28]=3)[S:12][C:13]=2[C:14]2[NH:18][CH:17]=[N:16][N:15]=2)=[CH:6][CH:7]=1. The yield is 0.716. (6) The reactants are C([Li])CCC.[CH:6]1([N:11]2[CH:15]=[N:14][N:13]=[N:12]2)[CH2:10][CH2:9][CH2:8][CH2:7]1.[I:16]I.O. The catalyst is O1CCCC1. The product is [CH:6]1([N:11]2[C:15]([I:16])=[N:14][N:13]=[N:12]2)[CH2:10][CH2:9][CH2:8][CH2:7]1. The yield is 0.680.